From a dataset of Full USPTO retrosynthesis dataset with 1.9M reactions from patents (1976-2016). Predict the reactants needed to synthesize the given product. (1) Given the product [CH:1]1([CH2:6][CH:7]([C:18]2[NH:27][C:21]3=[N:22][CH:23]=[C:24]([F:26])[CH:25]=[C:20]3[CH:19]=2)[C:8]2[CH:13]=[CH:12][C:11]([S:14]([CH3:17])(=[O:16])=[O:15])=[CH:10][CH:9]=2)[CH2:5][CH2:4][CH2:3][CH2:2]1, predict the reactants needed to synthesize it. The reactants are: [CH:1]1(/[CH:6]=[C:7](/[C:18]2[NH:27][C:21]3=[N:22][CH:23]=[C:24]([F:26])[CH:25]=[C:20]3[CH:19]=2)\[C:8]2[CH:13]=[CH:12][C:11]([S:14]([CH3:17])(=[O:16])=[O:15])=[CH:10][CH:9]=2)[CH2:5][CH2:4][CH2:3][CH2:2]1. (2) The reactants are: [NH2:1][C:2]1[CH:10]=[CH:9][C:5]([C:6]([OH:8])=O)=[CH:4][C:3]=1[F:11].[C:12]([NH:16][C:17]([C:19]1[N:20]=[C:21]([CH2:24][N:25]2[CH2:30][CH2:29][NH:28][CH2:27][CH2:26]2)[S:22][CH:23]=1)=[O:18])([CH3:15])([CH3:14])[CH3:13].C(N(CC)CC)C.CCCP1(OP(CCC)(=O)OP(CCC)(=O)O1)=O. Given the product [NH2:1][C:2]1[CH:10]=[CH:9][C:5]([C:6]([N:28]2[CH2:29][CH2:30][N:25]([CH2:24][C:21]3[S:22][CH:23]=[C:19]([C:17]([NH:16][C:12]([CH3:15])([CH3:14])[CH3:13])=[O:18])[N:20]=3)[CH2:26][CH2:27]2)=[O:8])=[CH:4][C:3]=1[F:11], predict the reactants needed to synthesize it. (3) Given the product [ClH:1].[NH:10]1[CH2:17][S:16][CH2:15][C@H:11]1[C:12]([NH2:14])=[O:13].[Cl:1][CH2:2][C:3]([N:10]1[C@H:11]([C:12]#[N:14])[CH2:15][S:16][CH2:17]1)=[O:4], predict the reactants needed to synthesize it. The reactants are: [Cl:1][CH2:2][C:3](Cl)=[O:4].ClCCl.Cl.[NH:10]1[CH2:17][S:16][CH2:15][C@H:11]1[C:12]([NH2:14])=[O:13].FC(F)(F)C(OC(=O)C(F)(F)F)=O. (4) Given the product [CH2:17]([C@H:14]1[CH2:2][O:4][C:5](=[O:11])[NH:13]1)[CH2:18][CH3:19], predict the reactants needed to synthesize it. The reactants are: Cl[C:2](Cl)([O:4][C:5](=[O:11])OC(Cl)(Cl)Cl)Cl.[NH2:13][C@@H:14]([CH2:17][CH2:18][CH3:19])CO.CCN(CC)CC.